Dataset: Reaction yield outcomes from USPTO patents with 853,638 reactions. Task: Predict the reaction yield, written as a fraction of the theoretical maximum amount of product (1.0 means a 100% yield; for example, 0.34 means a 34% yield). (1) The reactants are [Cl:1][C:2]1[CH:20]=[C:19]([Cl:21])[CH:18]=[CH:17][C:3]=1[CH2:4][NH:5][C:6]([C:8]1[C:9]([O:13][CH:14]([CH3:16])[CH3:15])=[N:10][NH:11][CH:12]=1)=[O:7].Br[CH2:23][C:24](OCC)=[O:25].C(=O)([O-])[O-].[K+].[K+].O. The product is [Cl:1][C:2]1[CH:20]=[C:19]([Cl:21])[CH:18]=[CH:17][C:3]=1[CH2:4][NH:5][C:6]([C:8]1[C:9]([O:13][CH:14]([CH3:16])[CH3:15])=[N:10][N:11]([CH2:23][CH2:24][OH:25])[CH:12]=1)=[O:7]. The catalyst is CN(C)C=O. The yield is 0.750. (2) The reactants are [O:1]1[CH2:6][CH2:5][C:4](=[N:7]O)[CH2:3][CH2:2]1.[CH3:9][O:10][C:11]([C:13]#[C:14][C:15]([O:17][CH3:18])=[O:16])=[O:12].C1N2CCN(CC2)C1. The catalyst is C1(C)C=CC=CC=1. The product is [NH:7]1[C:13]([C:11]([O:10][CH3:9])=[O:12])=[C:14]([C:15]([O:17][CH3:18])=[O:16])[C:3]2[CH2:2][O:1][CH2:6][CH2:5][C:4]1=2. The yield is 0.220. (3) The reactants are [F:1][C:2]1[CH:3]=[C:4]2[C:8](=[CH:9][CH:10]=1)[N:7]([CH3:11])[CH:6]=[C:5]2[CH2:12][NH:13][CH3:14].CNCC1C2C=CC=CC=2N2CCCC=12.[NH2:30][C:31]1[N:36]=[CH:35][C:34](/[CH:37]=[CH:38]/[C:39]([OH:41])=O)=[CH:33][CH:32]=1.Cl.O=C1NC2N=CC(/C=C/C(O)=O)=CC=2CC1. No catalyst specified. The product is [NH2:30][C:31]1[N:36]=[CH:35][C:34](/[CH:37]=[CH:38]/[C:39]([N:13]([CH2:12][C:5]2[C:4]3[C:8](=[CH:9][CH:10]=[C:2]([F:1])[CH:3]=3)[N:7]([CH3:11])[CH:6]=2)[CH3:14])=[O:41])=[CH:33][CH:32]=1. The yield is 0.410.